This data is from NCI-60 drug combinations with 297,098 pairs across 59 cell lines. The task is: Regression. Given two drug SMILES strings and cell line genomic features, predict the synergy score measuring deviation from expected non-interaction effect. (1) Drug 1: C1=NC2=C(N=C(N=C2N1C3C(C(C(O3)CO)O)F)Cl)N. Drug 2: N.N.Cl[Pt+2]Cl. Cell line: SK-MEL-28. Synergy scores: CSS=25.8, Synergy_ZIP=-6.94, Synergy_Bliss=-4.04, Synergy_Loewe=-1.59, Synergy_HSA=-0.636. (2) Drug 1: C1=CN(C(=O)N=C1N)C2C(C(C(O2)CO)O)O.Cl. Drug 2: CCC(=C(C1=CC=CC=C1)C2=CC=C(C=C2)OCCN(C)C)C3=CC=CC=C3.C(C(=O)O)C(CC(=O)O)(C(=O)O)O. Cell line: OVCAR-4. Synergy scores: CSS=0.379, Synergy_ZIP=-1.02, Synergy_Bliss=-1.51, Synergy_Loewe=-2.33, Synergy_HSA=-1.72. (3) Drug 1: CC1=C(C=C(C=C1)C(=O)NC2=CC(=CC(=C2)C(F)(F)F)N3C=C(N=C3)C)NC4=NC=CC(=N4)C5=CN=CC=C5. Drug 2: CCN(CC)CCNC(=O)C1=C(NC(=C1C)C=C2C3=C(C=CC(=C3)F)NC2=O)C. Cell line: M14. Synergy scores: CSS=11.2, Synergy_ZIP=-3.02, Synergy_Bliss=1.93, Synergy_Loewe=3.87, Synergy_HSA=2.98. (4) Drug 1: CC1=C(N=C(N=C1N)C(CC(=O)N)NCC(C(=O)N)N)C(=O)NC(C(C2=CN=CN2)OC3C(C(C(C(O3)CO)O)O)OC4C(C(C(C(O4)CO)O)OC(=O)N)O)C(=O)NC(C)C(C(C)C(=O)NC(C(C)O)C(=O)NCCC5=NC(=CS5)C6=NC(=CS6)C(=O)NCCC[S+](C)C)O. Drug 2: CCC1(CC2CC(C3=C(CCN(C2)C1)C4=CC=CC=C4N3)(C5=C(C=C6C(=C5)C78CCN9C7C(C=CC9)(C(C(C8N6C)(C(=O)OC)O)OC(=O)C)CC)OC)C(=O)OC)O.OS(=O)(=O)O. Cell line: CAKI-1. Synergy scores: CSS=32.0, Synergy_ZIP=1.74, Synergy_Bliss=1.74, Synergy_Loewe=0.825, Synergy_HSA=1.76. (5) Drug 1: C1=CC(=CC=C1CC(C(=O)O)N)N(CCCl)CCCl.Cl. Drug 2: CC1=CC=C(C=C1)C2=CC(=NN2C3=CC=C(C=C3)S(=O)(=O)N)C(F)(F)F. Cell line: M14. Synergy scores: CSS=-4.38, Synergy_ZIP=0.292, Synergy_Bliss=-4.30, Synergy_Loewe=-9.75, Synergy_HSA=-7.79. (6) Drug 1: CS(=O)(=O)C1=CC(=C(C=C1)C(=O)NC2=CC(=C(C=C2)Cl)C3=CC=CC=N3)Cl. Drug 2: C1=CN(C=N1)CC(O)(P(=O)(O)O)P(=O)(O)O. Cell line: LOX IMVI. Synergy scores: CSS=27.2, Synergy_ZIP=7.14, Synergy_Bliss=10.8, Synergy_Loewe=11.5, Synergy_HSA=12.0. (7) Drug 1: CC1=C2C(C(=O)C3(C(CC4C(C3C(C(C2(C)C)(CC1OC(=O)C(C(C5=CC=CC=C5)NC(=O)OC(C)(C)C)O)O)OC(=O)C6=CC=CC=C6)(CO4)OC(=O)C)OC)C)OC. Drug 2: CC12CCC3C(C1CCC2=O)CC(=C)C4=CC(=O)C=CC34C. Cell line: SF-268. Synergy scores: CSS=35.8, Synergy_ZIP=-2.32, Synergy_Bliss=-4.73, Synergy_Loewe=-6.00, Synergy_HSA=-0.896. (8) Drug 1: CC(CN1CC(=O)NC(=O)C1)N2CC(=O)NC(=O)C2. Drug 2: CCC1(CC2CC(C3=C(CCN(C2)C1)C4=CC=CC=C4N3)(C5=C(C=C6C(=C5)C78CCN9C7C(C=CC9)(C(C(C8N6C)(C(=O)OC)O)OC(=O)C)CC)OC)C(=O)OC)O.OS(=O)(=O)O. Cell line: SF-268. Synergy scores: CSS=38.2, Synergy_ZIP=-5.32, Synergy_Bliss=-3.02, Synergy_Loewe=-20.7, Synergy_HSA=-1.53.